This data is from Forward reaction prediction with 1.9M reactions from USPTO patents (1976-2016). The task is: Predict the product of the given reaction. (1) Given the reactants [CH3:1][CH2:2]OCC.[CH3:6][C:7]([CH3:9])=O.[C:10]1([CH3:16])[CH:15]=[CH:14]C=[CH:12][CH:11]=1, predict the reaction product. The product is: [CH2:7]([C:9]12[CH2:16][CH:10]([CH2:11][CH2:12]1)[CH:15]=[CH:14]2)[CH2:6][CH2:1][CH3:2]. (2) Given the reactants [Br:1][C:2]1[C:3](F)=[C:4]([CH:7]=[CH:8][CH:9]=1)[C:5]#[N:6].[CH3:11][C:12]([CH3:15])([O-:14])[CH3:13].[K+], predict the reaction product. The product is: [Br:1][C:2]1[C:3]([O:14][C:12]([CH3:15])([CH3:13])[CH3:11])=[C:4]([CH:7]=[CH:8][CH:9]=1)[C:5]#[N:6]. (3) Given the reactants [NH2:1][C:2]1[C:7]2[O:8][C@@H:9]([CH2:12][O:13][S:14]([C:17]3[CH:22]=[CH:21][C:20]([CH3:23])=[CH:19][CH:18]=3)(=[O:16])=[O:15])[CH2:10][O:11][C:6]=2[CH:5]=[CH:4][C:3]=1[N+:24]([O-])=O.Cl.C(O)(C)C.[H][H], predict the reaction product. The product is: [CH3:23][C:20]1[CH:21]=[CH:22][C:17]([S:14]([O:13][CH2:12][CH:9]2[O:8][C:7]3[C:2]([NH2:1])=[C:3]([NH2:24])[CH:4]=[CH:5][C:6]=3[O:11][CH2:10]2)(=[O:16])=[O:15])=[CH:18][CH:19]=1. (4) Given the reactants CS(C)=O.[H-].[Na+].[I-].[CH3:8][S+](C)C.[CH:12]1([C:15]([C:17]2[CH:22]=[CH:21][C:20]([F:23])=[CH:19][CH:18]=2)=[O:16])[CH2:14][CH2:13]1, predict the reaction product. The product is: [CH:12]1([C:15]2([C:17]3[CH:18]=[CH:19][C:20]([F:23])=[CH:21][CH:22]=3)[CH2:8][O:16]2)[CH2:13][CH2:14]1. (5) The product is: [CH3:18][O:17][C:14]1[CH:15]=[C:16]2[C:11](/[C:9](=[N:28]/[NH:27][C:25]([CH:19]3[CH2:24][CH2:23][CH2:22][CH2:21][CH2:20]3)=[O:26])/[C:7](=[O:8])[N:6]2[CH2:1][CH2:2][CH2:3][CH2:4][CH3:5])=[CH:12][CH:13]=1. Given the reactants [CH2:1]([N:6]1[C:16]2[C:11](=[CH:12][CH:13]=[C:14]([O:17][CH3:18])[CH:15]=2)[C:9](=O)[C:7]1=[O:8])[CH2:2][CH2:3][CH2:4][CH3:5].[CH:19]1([C:25]([NH:27][NH2:28])=[O:26])[CH2:24][CH2:23][CH2:22][CH2:21][CH2:20]1, predict the reaction product. (6) Given the reactants [Cl:1][C:2]1[C:11]2[C:6](=[CH:7][CH:8]=[CH:9][CH:10]=2)[C:5]([NH:12][NH2:13])=[N:4][N:3]=1.[CH:14](OCC)(OCC)OCC, predict the reaction product. The product is: [Cl:1][C:2]1[C:11]2[C:6](=[CH:7][CH:8]=[CH:9][CH:10]=2)[C:5]2=[N:12][N:13]=[CH:14][N:4]2[N:3]=1.